The task is: Predict the reaction yield, written as a fraction of the theoretical maximum amount of product (1.0 means a 100% yield; for example, 0.34 means a 34% yield).. This data is from Reaction yield outcomes from USPTO patents with 853,638 reactions. (1) The reactants are [F:1][C:2]1[CH:7]=[CH:6][C:5]([C:8]2[C:9](=[O:25])[O:10][C:11](=O)[C:12]=2[C:13]2[CH:23]=[CH:22][C:16]3[O:17][CH2:18][C:19](=[O:21])[NH:20][C:15]=3[CH:14]=2)=[CH:4][CH:3]=1.[F:26][C:27]([F:31])([F:30])[CH2:28][NH2:29]. The catalyst is CN(C=O)C.CCOC(C)=O. The product is [F:1][C:2]1[CH:3]=[CH:4][C:5]([C:8]2[C:9](=[O:25])[N:29]([CH2:28][C:27]([F:31])([F:30])[F:26])[C:11](=[O:10])[C:12]=2[C:13]2[CH:23]=[CH:22][C:16]3[O:17][CH2:18][C:19](=[O:21])[NH:20][C:15]=3[CH:14]=2)=[CH:6][CH:7]=1. The yield is 0.140. (2) The reactants are [CH2:1]([C:5]1[N:6]=[C:7]([CH3:35])[N:8]([CH2:31][C:32](O)=[O:33])[C:9](=[O:30])[C:10]=1[CH2:11][C:12]1[CH:17]=[CH:16][C:15]([C:18]2[CH:23]=[CH:22][CH:21]=[CH:20][C:19]=2[C:24]2[NH:28][C:27](=[O:29])[O:26][N:25]=2)=[CH:14][CH:13]=1)[CH2:2][CH2:3][CH3:4].[C:36]([NH2:40])([CH3:39])([CH3:38])[CH3:37].ON1C2C=CC=CC=2N=N1.Cl.C(N=C=NCCCN(C)C)C. The catalyst is C(OCC)(=O)C.CN(C)C=O. The product is [C:36]([NH:40][C:32](=[O:33])[CH2:31][N:8]1[C:9](=[O:30])[C:10]([CH2:11][C:12]2[CH:13]=[CH:14][C:15]([C:18]3[CH:23]=[CH:22][CH:21]=[CH:20][C:19]=3[C:24]3[NH:28][C:27](=[O:29])[O:26][N:25]=3)=[CH:16][CH:17]=2)=[C:5]([CH2:1][CH2:2][CH2:3][CH3:4])[N:6]=[C:7]1[CH3:35])([CH3:39])([CH3:38])[CH3:37]. The yield is 0.660.